This data is from Experimentally validated miRNA-target interactions with 360,000+ pairs, plus equal number of negative samples. The task is: Binary Classification. Given a miRNA mature sequence and a target amino acid sequence, predict their likelihood of interaction. The miRNA is hsa-miR-1256 with sequence AGGCAUUGACUUCUCACUAGCU. The protein sequence of the target gene is MGNEASYQTELCNHFDQEEIRRLGKSFRKLDLDKSGSLSIEEFMRLPELQQNPLVGRVIDIFDTDGNGEVDFHEFIVGTSQFSVKGDEEQKLRFAFRIYDMDNDGFISNGELFQVLKMMVGNNLKDWQLQQLVDKSILVLDKDGDGRISFEEFSDVVKTMEIHKKLVVFVEHGQEDLKA. Result: 0 (no interaction).